Predict the product of the given reaction. From a dataset of Forward reaction prediction with 1.9M reactions from USPTO patents (1976-2016). Given the reactants [N+:1]([C:4]1[CH:9]=[CH:8][C:7]([CH2:10][CH2:11][CH2:12][C:13](OC)=[O:14])=[CH:6][CH:5]=1)([O-:3])=[O:2].CCCCCC, predict the reaction product. The product is: [N+:1]([C:4]1[CH:5]=[CH:6][C:7]([CH2:10][CH2:11][CH2:12][CH:13]=[O:14])=[CH:8][CH:9]=1)([O-:3])=[O:2].